Dataset: Forward reaction prediction with 1.9M reactions from USPTO patents (1976-2016). Task: Predict the product of the given reaction. (1) The product is: [F:40][C:41]([F:46])([F:45])[C:42]([OH:44])=[O:43].[NH2:80][C@@H:81]1[CH2:82][CH2:83][N:79]([C:2]2[N:10]=[C:9]3[C:5]([N:6]=[CH:7][N:8]3[C@@H:11]3[CH2:15][C@H:14]([N:16]4[CH:20]=[C:19]([CH2:21][OH:22])[CH:18]=[N:17]4)[C@@H:13]([OH:23])[C@H:12]3[OH:24])=[C:4]([NH:25][CH2:26][CH:27]([C:34]3[CH:35]=[CH:36][CH:37]=[CH:38][CH:39]=3)[C:28]3[CH:29]=[CH:30][CH:31]=[CH:32][CH:33]=3)[N:3]=2)[CH2:77]1. Given the reactants Cl[C:2]1[N:10]=[C:9]2[C:5]([N:6]=[CH:7][N:8]2[C@@H:11]2[CH2:15][C@H:14]([N:16]3[CH:20]=[C:19]([CH2:21][OH:22])[CH:18]=[N:17]3)[C@@H:13]([OH:23])[C@H:12]2[OH:24])=[C:4]([NH:25][CH2:26][CH:27]([C:34]2[CH:39]=[CH:38][CH:37]=[CH:36][CH:35]=2)[C:28]2[CH:33]=[CH:32][CH:31]=[CH:30][CH:29]=2)[N:3]=1.[F:40][C:41]([F:46])([F:45])[C:42]([OH:44])=[O:43].C1(C(C2C=CC=CC=2)CNC2N=C(NCCN3CCCCC3)N=C3C=2N=CN3[C@@H]2C[C@H:77]([N:79]3[CH:83]=[C:82](CO)[CH:81]=[N:80]3)[C@@H](O)[C@H]2O)C=CC=CC=1.N[C@@H]1CCNC1, predict the reaction product. (2) Given the reactants Br[CH2:2][CH2:3][CH:4]=[C:5]([C:12]1[CH:17]=[CH:16][CH:15]=[CH:14][CH:13]=1)[C:6]1[CH:11]=[CH:10][CH:9]=[CH:8][CH:7]=1.Cl.[CH2:19]([O:21][C:22](=[O:25])[CH2:23][NH2:24])[CH3:20].C(=O)([O-])[O-].[K+].[K+].[I-].[K+], predict the reaction product. The product is: [CH2:19]([O:21][C:22](=[O:25])[CH2:23][NH:24][CH2:2][CH2:3][CH:4]=[C:5]([C:12]1[CH:17]=[CH:16][CH:15]=[CH:14][CH:13]=1)[C:6]1[CH:11]=[CH:10][CH:9]=[CH:8][CH:7]=1)[CH3:20]. (3) Given the reactants [CH:1]1([OH:13])[CH2:12][CH2:11][CH2:10][CH:9]=[CH:8][CH2:7][CH2:6][CH:5]=[CH:4][CH2:3][CH2:2]1.O.C1(C)C(S(O)(=O)=O)=CC=CC=1.[CH:26]([O:28][CH2:29][CH3:30])=[CH2:27], predict the reaction product. The product is: [CH2:26]([O:28][CH:29]([O:13][CH:1]1[CH2:12][CH2:11][CH2:10][CH:9]=[CH:8][CH2:7][CH2:6][CH:5]=[CH:4][CH2:3][CH2:2]1)[CH3:30])[CH3:27]. (4) Given the reactants [C:1]([O:5][C:6](=[O:18])[C:7]1[CH:12]=[CH:11][C:10]([CH:13]([C:15](O)=[O:16])[F:14])=[CH:9][CH:8]=1)([CH3:4])([CH3:3])[CH3:2].[CH3:19][N:20]1CCOCC1.C(Cl)(=O)C(Cl)=O.[OH-].[NH4+], predict the reaction product. The product is: [C:1]([O:5][C:6](=[O:18])[C:7]1[CH:12]=[CH:11][C:10]([CH:13]([F:14])[C:15](=[O:16])[NH:20][CH3:19])=[CH:9][CH:8]=1)([CH3:4])([CH3:3])[CH3:2]. (5) Given the reactants [NH2:1][C:2]1[CH:7]=[C:6]([C:8]#[N:9])[CH:5]=[CH:4][C:3]=1[NH:10][C:11](=O)[CH2:12][C:13]1[CH:18]=[CH:17][CH:16]=[CH:15][CH:14]=1.O.C1(C)C=CC(S(O)(=O)=O)=CC=1.[OH-].[Na+], predict the reaction product. The product is: [CH2:12]([C:11]1[NH:10][C:3]2[CH:4]=[CH:5][C:6]([C:8]#[N:9])=[CH:7][C:2]=2[N:1]=1)[C:13]1[CH:18]=[CH:17][CH:16]=[CH:15][CH:14]=1. (6) Given the reactants Br[C:2]1[CH:3]=[C:4]([NH:8][C:9](=[O:11])[CH3:10])[CH:5]=[N:6][CH:7]=1.C([Sn](CCCC)(CCCC)[C:17]([O:19][CH2:20][CH3:21])=[CH2:18])CCC, predict the reaction product. The product is: [CH2:20]([O:19][C:17]([C:2]1[CH:3]=[C:4]([NH:8][C:9](=[O:11])[CH3:10])[CH:5]=[N:6][CH:7]=1)=[CH2:18])[CH3:21]. (7) Given the reactants C([O:3][C:4]([C:6]1([NH:15][C:16]([C:18]2[C:19]([N:24]([CH2:26][CH3:27])[CH3:25])=[N:20][CH:21]=[CH:22][CH:23]=2)=[O:17])[CH2:14][C:13]2[C:8](=[CH:9][CH:10]=[CH:11][CH:12]=2)[CH2:7]1)=[O:5])C.O1CCOCC1.CO, predict the reaction product. The product is: [CH2:26]([N:24]([CH3:25])[C:19]1[C:18]([C:16]([NH:15][C:6]2([C:4]([OH:5])=[O:3])[CH2:14][C:13]3[C:8](=[CH:9][CH:10]=[CH:11][CH:12]=3)[CH2:7]2)=[O:17])=[CH:23][CH:22]=[CH:21][N:20]=1)[CH3:27].